From a dataset of Forward reaction prediction with 1.9M reactions from USPTO patents (1976-2016). Predict the product of the given reaction. (1) Given the reactants C([O:5][C:6]([CH2:8][NH:9][CH2:10]C(O)=O)=O)(C)(C)C.CN(C(ON1N=NC2C=CC=NC1=2)=[N+](C)C)C.F[P-](F)(F)(F)(F)F.[NH2:38][C@H:39]([CH2:43][C@H:44]([NH:60][C:61]([C:63]1[NH:64][N:65]=[N:66][CH:67]=1)=[O:62])[CH2:45][C:46]1[CH:51]=[CH:50][C:49]([C:52]2[CH:57]=[C:56]([Cl:58])[CH:55]=[CH:54][C:53]=2[F:59])=[CH:48][CH:47]=1)[C:40]([OH:42])=[O:41].CCN(C(C)C)C(C)C.Cl.O1CCOCC1, predict the reaction product. The product is: [Cl:58][C:56]1[CH:55]=[CH:54][C:53]([F:59])=[C:52]([C:49]2[CH:48]=[CH:47][C:46]([CH2:45][C@@H:44]([NH:60][C:61]([C:63]3[NH:64][N:65]=[N:66][CH:67]=3)=[O:62])[CH2:43][C@@H:39]([NH:38][C:6](=[O:5])[CH2:8][NH:9][CH3:10])[C:40]([OH:42])=[O:41])=[CH:51][CH:50]=2)[CH:57]=1. (2) Given the reactants [O:1]1[CH2:5][CH2:4][O:3][CH:2]1[C:6]1[CH:11]=[CH:10][C:9]([C:12]2[C:21]([C:22]3[CH:27]=[CH:26][CH:25]=[CH:24][CH:23]=3)=[CH:20][C:19]3[C:14](=[CH:15][CH:16]=[N:17][C:18]=3[NH:28][NH2:29])[N:13]=2)=[CH:8][CH:7]=1.C(N(CC)CC)C.[C:37](Cl)(Cl)=[O:38], predict the reaction product. The product is: [O:3]1[CH2:4][CH2:5][O:1][CH:2]1[C:6]1[CH:11]=[CH:10][C:9]([C:12]2[C:21]([C:22]3[CH:27]=[CH:26][CH:25]=[CH:24][CH:23]=3)=[CH:20][C:19]3[C:18]4=[N:28][N:29]=[C:37]([OH:38])[N:17]4[CH:16]=[CH:15][C:14]=3[N:13]=2)=[CH:8][CH:7]=1. (3) The product is: [CH:1]1([C:4]2[CH:5]=[N:6][C:7]([NH:17][C:18]3[CH:26]=[C:25]4[C:21]([C:22]([C:31]5[CH:32]=[CH:33][CH:34]=[CH:35][CH:36]=5)=[CH:23][N:24]4[CH2:27][CH:28]4[CH2:29][CH2:30]4)=[CH:20][CH:19]=3)=[C:8]([CH:16]=2)[C:9]([OH:11])=[O:10])[CH2:3][CH2:2]1. Given the reactants [CH:1]1([C:4]2[CH:5]=[N:6][C:7]([NH:17][C:18]3[CH:26]=[C:25]4[C:21]([C:22]([C:31]5[CH:36]=[CH:35][CH:34]=[CH:33][CH:32]=5)=[CH:23][N:24]4[CH2:27][CH:28]4[CH2:30][CH2:29]4)=[CH:20][CH:19]=3)=[C:8]([CH:16]=2)[C:9]([O:11]CC2CC2)=[O:10])[CH2:3][CH2:2]1.[OH-].[Na+].O.Cl, predict the reaction product.